Predict the reactants needed to synthesize the given product. From a dataset of Full USPTO retrosynthesis dataset with 1.9M reactions from patents (1976-2016). (1) The reactants are: Br[C:2]1[C:10]2[CH:9]=[N:8][C:7]([NH:11][CH2:12][C:13]3[CH:18]=[CH:17][C:16]([F:19])=[C:15]([F:20])[CH:14]=3)=[N:6][C:5]=2[N:4]([CH2:21][C@@H:22]2[CH2:27][CH2:26][CH2:25][N:24]([C:28]([O:30][C:31]([CH3:34])([CH3:33])[CH3:32])=[O:29])[CH2:23]2)[C:3]=1[C:35]1[C:40]([Cl:41])=[CH:39][CH:38]=[CH:37][C:36]=1[Cl:42].ClC1N=CC2C([F:53])=C(C3C(Cl)=CC=CC=3Cl)N(C[C@@H]3CCCN(C(OC(C)(C)C)=O)C3)C=2N=1. Given the product [Cl:42][C:36]1[CH:37]=[CH:38][CH:39]=[C:40]([Cl:41])[C:35]=1[C:3]1[N:4]([CH2:21][C@@H:22]2[CH2:27][CH2:26][CH2:25][N:24]([C:28]([O:30][C:31]([CH3:33])([CH3:34])[CH3:32])=[O:29])[CH2:23]2)[C:5]2[N:6]=[C:7]([NH:11][CH2:12][C:13]3[CH:18]=[CH:17][C:16]([F:19])=[C:15]([F:20])[CH:14]=3)[N:8]=[CH:9][C:10]=2[C:2]=1[F:53], predict the reactants needed to synthesize it. (2) Given the product [CH3:22][O:21][C:16]1[N:17]=[C:18]2[C:13](=[CH:14][CH:15]=1)[N:12]=[CH:11][C:10]1[O:9][CH2:8][CH:7]([CH2:5][OH:4])[CH2:20][C:19]2=1, predict the reactants needed to synthesize it. The reactants are: [BH4-].[Na+].C[O:4][C:5]([C:7]1[CH2:8][O:9][C:10]2[CH:11]=[N:12][C:13]3[C:18]([C:19]=2[CH:20]=1)=[N:17][C:16]([O:21][CH3:22])=[CH:15][CH:14]=3)=O.[Cl-].[Li+].C(OCC)(=O)C.